Predict the product of the given reaction. From a dataset of Forward reaction prediction with 1.9M reactions from USPTO patents (1976-2016). (1) Given the reactants C([Li])CCC.[Si:6]([O:13][CH2:14][C:15]1[CH:20]=[C:19]([O:21][CH2:22][O:23][CH3:24])[CH:18]=[C:17]([O:25][CH2:26][O:27][CH3:28])[CH:16]=1)([C:9]([CH3:12])([CH3:11])[CH3:10])([CH3:8])[CH3:7].Cl[C:30]([O:32][CH3:33])=[O:31].O, predict the reaction product. The product is: [Si:6]([O:13][CH2:14][C:15]1[CH:16]=[C:17]([O:25][CH2:26][O:27][CH3:28])[C:18]([C:30]([O:32][CH3:33])=[O:31])=[C:19]([O:21][CH2:22][O:23][CH3:24])[CH:20]=1)([C:9]([CH3:12])([CH3:11])[CH3:10])([CH3:7])[CH3:8]. (2) Given the reactants [OH:1][N:2]=[C:3]([C:5]1[CH:22]=[CH:21][C:8]([CH2:9][N:10]2[CH2:13][CH:12]([C:14]([O:16][C:17]([CH3:20])([CH3:19])[CH3:18])=[O:15])[CH2:11]2)=[CH:7][C:6]=1[C:23]([F:26])([F:25])[F:24])[NH2:4].C1N(P(Cl)(N2C(=O)[O:38][CH2:37][CH2:36]2)=O)C(=O)OC1.C([N:44]([CH2:47][CH3:48])CC)C, predict the reaction product. The product is: [C:5]1([C:47]2[C:48]([C:23]([F:26])([F:25])[F:24])=[C:37]([C:36]3[O:1][N:2]=[C:3]([C:5]4[CH:22]=[CH:21][C:8]([CH2:9][N:10]5[CH2:11][CH:12]([C:14]([O:16][C:17]([CH3:18])([CH3:19])[CH3:20])=[O:15])[CH2:13]5)=[CH:7][C:6]=4[C:23]([F:24])([F:25])[F:26])[N:4]=3)[O:38][N:44]=2)[CH:22]=[CH:21][CH:8]=[CH:7][CH:6]=1. (3) Given the reactants Br[C:2]1[C:3]([N:22]2[CH2:26][CH2:25][C@@H:24]([OH:27])[CH2:23]2)=[N:4][CH:5]=[C:6]([CH:21]=1)[C:7]([NH:9][C:10]1[CH:15]=[CH:14][C:13]([O:16][C:17]([F:20])([F:19])[F:18])=[CH:12][CH:11]=1)=[O:8].[C:28]1(B(O)O)[CH:33]=[CH:32][CH:31]=[CH:30][CH:29]=1.C([O-])(O)=O.[Na+], predict the reaction product. The product is: [OH:27][C@@H:24]1[CH2:25][CH2:26][N:22]([C:3]2[C:2]([C:28]3[CH:33]=[CH:32][CH:31]=[CH:30][CH:29]=3)=[CH:21][C:6]([C:7]([NH:9][C:10]3[CH:15]=[CH:14][C:13]([O:16][C:17]([F:20])([F:19])[F:18])=[CH:12][CH:11]=3)=[O:8])=[CH:5][N:4]=2)[CH2:23]1.